From a dataset of Peptide-MHC class I binding affinity with 185,985 pairs from IEDB/IMGT. Regression. Given a peptide amino acid sequence and an MHC pseudo amino acid sequence, predict their binding affinity value. This is MHC class I binding data. (1) The peptide sequence is RDKKKEYNETW. The MHC is Mamu-A11 with pseudo-sequence Mamu-A11. The binding affinity (normalized) is 0. (2) The peptide sequence is ALLGAWPAV. The MHC is HLA-A02:01 with pseudo-sequence HLA-A02:01. The binding affinity (normalized) is 0.914.